This data is from Full USPTO retrosynthesis dataset with 1.9M reactions from patents (1976-2016). The task is: Predict the reactants needed to synthesize the given product. (1) Given the product [F:1][C:2]1[CH:30]=[CH:29][CH:28]=[CH:27][C:3]=1[N:4]([CH2:16][C:17]1[CH:18]=[C:19]([CH:24]=[CH:25][CH:26]=1)[C:20]([OH:22])=[O:21])[C:5]([O:7][C@@H:8]1[CH:13]2[CH2:14][CH2:15][N:10]([CH2:11][CH2:12]2)[CH2:9]1)=[O:6], predict the reactants needed to synthesize it. The reactants are: [F:1][C:2]1[CH:30]=[CH:29][CH:28]=[CH:27][C:3]=1[N:4]([CH2:16][C:17]1[CH:18]=[C:19]([CH:24]=[CH:25][CH:26]=1)[C:20]([O:22]C)=[O:21])[C:5]([O:7][C@@H:8]1[CH:13]2[CH2:14][CH2:15][N:10]([CH2:11][CH2:12]2)[CH2:9]1)=[O:6].O.[OH-].[Li+]. (2) The reactants are: [CH3:1][O:2][C:3]1[CH:8]=[C:7]([CH3:9])[N:6]=[C:5]([C:10]2[CH:15]=[CH:14][CH:13]=[C:12]([C:16]#[C:17][CH2:18][OH:19])[N:11]=2)[CH:4]=1.O[N:21]1[C:25](=[O:26])[C:24]2=[CH:27][CH:28]=[CH:29][CH:30]=[C:23]2[C:22]1=[O:31].C1(P(C2C=CC=CC=2)C2C=CC=CC=2)C=CC=CC=1.CC(OC(/N=N/C(OC(C)C)=O)=O)C. Given the product [CH3:1][O:2][C:3]1[CH:8]=[C:7]([CH3:9])[N:6]=[C:5]([C:10]2[CH:15]=[CH:14][CH:13]=[C:12]([C:16]#[C:17][CH2:18][O:19][N:21]3[C:25](=[O:26])[C:24]4[C:23](=[CH:30][CH:29]=[CH:28][CH:27]=4)[C:22]3=[O:31])[N:11]=2)[CH:4]=1, predict the reactants needed to synthesize it.